Dataset: Full USPTO retrosynthesis dataset with 1.9M reactions from patents (1976-2016). Task: Predict the reactants needed to synthesize the given product. (1) Given the product [CH2:18]([CH:17]([CH2:20][CH3:21])[CH2:16][N:4]1[C:5](=[O:12])[CH:6]2[CH2:11][CH:1]3[CH2:9][CH:8]([CH2:10][CH:3]1[CH2:2]3)[CH2:7]2)[CH3:19], predict the reactants needed to synthesize it. The reactants are: [CH:1]12[CH2:11][CH:6]3[CH2:7][CH:8]([CH2:10][CH:3]([NH:4][C:5]3=[O:12])[CH2:2]1)[CH2:9]2.[H-].[Na+].Br[CH2:16][CH:17]([CH2:20][CH3:21])[CH2:18][CH3:19]. (2) Given the product [C:1]([C:4]1[S:5][CH:6]=[C:7]([C:9]([NH:12][C@@H:13]([CH3:29])[CH2:14][N:15]2[CH:19]=[CH:18][C:17]([C:20]3[CH:27]=[CH:26][C:23]([C:24]#[N:25])=[C:22]([Cl:28])[CH:21]=3)=[N:16]2)=[O:11])[N:8]=1)(=[O:3])[CH3:2], predict the reactants needed to synthesize it. The reactants are: [C:1]([C:4]1[S:5][CH:6]=[C:7]([C:9]([OH:11])=O)[N:8]=1)(=[O:3])[CH3:2].[NH2:12][C@@H:13]([CH3:29])[CH2:14][N:15]1[CH:19]=[CH:18][C:17]([C:20]2[CH:27]=[CH:26][C:23]([C:24]#[N:25])=[C:22]([Cl:28])[CH:21]=2)=[N:16]1. (3) Given the product [Cl:30][C:26]1[C:27]([Cl:29])=[CH:28][C:23]2[O:22][CH2:21][C:20](=[O:31])[N:19]([CH2:18][C:17]([N:16]([CH3:33])[CH:8]([C:5]3[CH:6]=[CH:7][C:2]([C:42]4[CH:41]=[CH:40][C:39]([NH:38][S:35]([CH3:34])(=[O:36])=[O:37])=[CH:44][CH:43]=4)=[CH:3][CH:4]=3)[CH2:9][N:10]3[CH2:15][CH2:14][O:13][CH2:12][CH2:11]3)=[O:32])[C:24]=2[CH:25]=1, predict the reactants needed to synthesize it. The reactants are: Br[C:2]1[CH:7]=[CH:6][C:5]([CH:8]([N:16]([CH3:33])[C:17](=[O:32])[CH2:18][N:19]2[C:24]3[CH:25]=[C:26]([Cl:30])[C:27]([Cl:29])=[CH:28][C:23]=3[O:22][CH2:21][C:20]2=[O:31])[CH2:9][N:10]2[CH2:15][CH2:14][O:13][CH2:12][CH2:11]2)=[CH:4][CH:3]=1.[CH3:34][S:35]([NH:38][C:39]1[CH:44]=[CH:43][C:42](B(O)O)=[CH:41][CH:40]=1)(=[O:37])=[O:36]. (4) The reactants are: Br[C:2]1[CH:3]=[C:4]([N+:11]([O-:13])=[O:12])[CH:5]=[C:6]2[C:10]=1[NH:9][CH2:8][CH2:7]2.[CH3:14][Sn](C)(C)C.C(Cl)(Cl)Cl. Given the product [CH3:14][C:2]1[CH:3]=[C:4]([N+:11]([O-:13])=[O:12])[CH:5]=[C:6]2[C:10]=1[NH:9][CH:8]=[CH:7]2, predict the reactants needed to synthesize it. (5) Given the product [F:17][C:18]1([F:23])[CH2:21][CH:20]([NH:22][C:2]2[N:11]=[CH:10][C:9]([C:12]([F:15])([F:14])[F:13])=[CH:8][C:3]=2[C:4]([O:6][CH3:7])=[O:5])[CH2:19]1, predict the reactants needed to synthesize it. The reactants are: Cl[C:2]1[N:11]=[CH:10][C:9]([C:12]([F:15])([F:14])[F:13])=[CH:8][C:3]=1[C:4]([O:6][CH3:7])=[O:5].Cl.[F:17][C:18]1([F:23])[CH2:21][CH:20]([NH2:22])[CH2:19]1.C(N(CC)CC)C.CN(C=O)C. (6) The reactants are: Br[C:2]1[CH:7]=[CH:6][C:5]([N:8]2[C:13]([CH3:14])=[CH:12][C:11]([O:15][CH2:16][C:17]3[CH:22]=[CH:21][C:20]([F:23])=[CH:19][C:18]=3[F:24])=[CH:10][C:9]2=[O:25])=[C:4]([CH3:26])[CH:3]=1.[CH2:27]([Sn](CCCC)(CCCC)C=C)[CH2:28]CC. Given the product [F:24][C:18]1[CH:19]=[C:20]([F:23])[CH:21]=[CH:22][C:17]=1[CH2:16][O:15][C:11]1[CH:12]=[C:13]([CH3:14])[N:8]([C:5]2[CH:6]=[CH:7][C:2]([CH:27]=[CH2:28])=[CH:3][C:4]=2[CH3:26])[C:9](=[O:25])[CH:10]=1, predict the reactants needed to synthesize it. (7) Given the product [CH3:16][O:17][C:18]([C:20]1[C:24]2[N:25]=[CH:26][N:27]([CH2:30][C:31]3[C:40]4[C:35](=[CH:36][CH:37]=[CH:38][CH:39]=4)[CH:34]=[CH:33][N:32]=3)[C:28](=[O:29])[C:23]=2[N:22]([CH2:11][CH:12]=[C:13]([CH3:15])[CH3:14])[C:21]=1[Cl:41])=[O:19], predict the reactants needed to synthesize it. The reactants are: C(N(C(C)C)CC)(C)C.Br[CH2:11][CH:12]=[C:13]([CH3:15])[CH3:14].[CH3:16][O:17][C:18]([C:20]1[C:24]2[N:25]=[CH:26][N:27]([CH2:30][C:31]3[C:40]4[C:35](=[CH:36][CH:37]=[CH:38][CH:39]=4)[CH:34]=[CH:33][N:32]=3)[C:28](=[O:29])[C:23]=2[NH:22][C:21]=1[Cl:41])=[O:19]. (8) Given the product [CH3:48][O:47][C:44]1[CH:45]=[CH:46][C:41]([CH2:40][N:8]([CH2:7][C:6]2[CH:49]=[CH:50][C:3]([O:2][CH3:1])=[CH:4][CH:5]=2)[C:9]2[N:10]=[CH:11][C:12]([C:15]3[C:16]4[CH2:29][CH2:28][N:27]([C:30]5[CH:38]=[CH:37][C:33]([C:34]([N:60]6[CH2:61][CH2:62][N:57]([C:52]7[CH:53]=[CH:54][CH:55]=[CH:56][N:51]=7)[CH2:58][CH2:59]6)=[O:36])=[CH:32][C:31]=5[F:39])[C:17]=4[N:18]=[C:19]([N:21]4[CH2:26][CH2:25][O:24][CH2:23][CH2:22]4)[N:20]=3)=[CH:13][N:14]=2)=[CH:42][CH:43]=1, predict the reactants needed to synthesize it. The reactants are: [CH3:1][O:2][C:3]1[CH:50]=[CH:49][C:6]([CH2:7][N:8]([CH2:40][C:41]2[CH:46]=[CH:45][C:44]([O:47][CH3:48])=[CH:43][CH:42]=2)[C:9]2[N:14]=[CH:13][C:12]([C:15]3[C:16]4[CH2:29][CH2:28][N:27]([C:30]5[CH:38]=[CH:37][C:33]([C:34]([OH:36])=O)=[CH:32][C:31]=5[F:39])[C:17]=4[N:18]=[C:19]([N:21]4[CH2:26][CH2:25][O:24][CH2:23][CH2:22]4)[N:20]=3)=[CH:11][N:10]=2)=[CH:5][CH:4]=1.[N:51]1[CH:56]=[CH:55][CH:54]=[CH:53][C:52]=1[N:57]1[CH2:62][CH2:61][NH:60][CH2:59][CH2:58]1. (9) Given the product [Cl:15][C:16]1[N:21]=[C:20]([CH:22]2[CH2:23][CH2:24]2)[C:19]([I:25])=[C:18]([CH2:26][N:29]2[C:30](=[O:37])[C:31]3[C:36](=[CH:35][CH:34]=[CH:33][CH:32]=3)[C:28]2=[O:38])[CH:17]=1, predict the reactants needed to synthesize it. The reactants are: CC(OC(/N=N/C(OC(C)C)=O)=O)C.[Cl:15][C:16]1[N:21]=[C:20]([CH:22]2[CH2:24][CH2:23]2)[C:19]([I:25])=[C:18]([CH2:26]O)[CH:17]=1.[C:28]1(=[O:38])[C:36]2[C:31](=[CH:32][CH:33]=[CH:34][CH:35]=2)[C:30](=[O:37])[NH:29]1.C1C=CC(P(C2C=CC=CC=2)C2C=CC=CC=2)=CC=1.